Dataset: Reaction yield outcomes from USPTO patents with 853,638 reactions. Task: Predict the reaction yield, written as a fraction of the theoretical maximum amount of product (1.0 means a 100% yield; for example, 0.34 means a 34% yield). (1) The reactants are C[O:2][C:3]1[CH:29]=[CH:28][CH:27]=[CH:26][C:4]=1[CH2:5][C:6]1[C:10]2[C:11](=[O:25])[N:12]([C:19]3[CH:24]=[CH:23][CH:22]=[CH:21][CH:20]=3)[C:13]3[N:14]=[CH:15][CH:16]=[CH:17][C:18]=3[C:9]=2[NH:8][N:7]=1.Br.O. The catalyst is C(O)(=O)C. The product is [OH:2][C:3]1[CH:29]=[CH:28][CH:27]=[CH:26][C:4]=1[CH2:5][C:6]1[C:10]2[C:11](=[O:25])[N:12]([C:19]3[CH:24]=[CH:23][CH:22]=[CH:21][CH:20]=3)[C:13]3[N:14]=[CH:15][CH:16]=[CH:17][C:18]=3[C:9]=2[NH:8][N:7]=1. The yield is 0.640. (2) The reactants are [C:1]([O:5][C:6]([C:8]1[C:34]([OH:35])=[C:33]([C:36]([F:39])([F:38])[F:37])[CH:32]=[CH:31][C:9]=1[CH2:10][O:11][C:12]1[CH:17]=[CH:16][C:15]([C:18]2[CH:23]=[CH:22][C:21]([CH2:24][C:25]([OH:27])=[O:26])=[CH:20][C:19]=2[N+:28]([O-])=O)=[CH:14][CH:13]=1)=[O:7])([CH3:4])([CH3:3])[CH3:2]. The catalyst is CO. The product is [NH2:28][C:19]1[CH:20]=[C:21]([CH2:24][C:25]([OH:27])=[O:26])[CH:22]=[CH:23][C:18]=1[C:15]1[CH:14]=[CH:13][C:12]([O:11][CH2:10][C:9]2[CH:31]=[CH:32][C:33]([C:36]([F:38])([F:39])[F:37])=[C:34]([OH:35])[C:8]=2[C:6]([O:5][C:1]([CH3:4])([CH3:3])[CH3:2])=[O:7])=[CH:17][CH:16]=1. The yield is 0.510. (3) The catalyst is C(OCC)(=O)C. The product is [Cl-:1].[C:13]([NH:12][C:9]1[CH:10]=[CH:11][C:6]([O:5][C:3](=[O:4])[CH2:2][P+:20]([CH2:21][CH2:22][CH2:23][CH3:24])([CH2:25][CH2:26][CH2:27][CH3:28])[CH2:16][CH2:17][CH2:18][CH3:19])=[CH:7][CH:8]=1)(=[O:15])[CH3:14]. The yield is 0.650. The reactants are [Cl:1][CH2:2][C:3]([O:5][C:6]1[CH:11]=[CH:10][C:9]([NH:12][C:13](=[O:15])[CH3:14])=[CH:8][CH:7]=1)=[O:4].[CH2:16]([P:20]([CH2:25][CH2:26][CH2:27][CH3:28])[CH2:21][CH2:22][CH2:23][CH3:24])[CH2:17][CH2:18][CH3:19]. (4) The reactants are [CH2:1]([N:5]1[C:13]([N:14]2[CH2:19][CH2:18][NH:17][C@H:16]([CH3:20])[CH2:15]2)=[N:12][C:11]2[C:6]1=[N:7][C:8]([C:27]1[CH:28]=[N:29][C:30]([NH2:33])=[N:31][CH:32]=1)=[N:9][C:10]=2[N:21]1[CH2:26][CH2:25][O:24][CH2:23][CH2:22]1)[CH:2]([CH3:4])[CH3:3].C1(N=C=NC2CCCCC2)CCCCC1.ON1C2C=CC=CC=2N=N1.[OH:59][C@@H:60]([CH3:65])[CH2:61][C:62](O)=[O:63]. The catalyst is CN(C)C=O. The product is [NH2:33][C:30]1[N:31]=[CH:32][C:27]([C:8]2[N:7]=[C:6]3[C:11]([N:12]=[C:13]([N:14]4[CH2:19][CH2:18][N:17]([C:62](=[O:63])[CH2:61][C@@H:60]([OH:59])[CH3:65])[C@H:16]([CH3:20])[CH2:15]4)[N:5]3[CH2:1][CH:2]([CH3:4])[CH3:3])=[C:10]([N:21]3[CH2:26][CH2:25][O:24][CH2:23][CH2:22]3)[N:9]=2)=[CH:28][N:29]=1. The yield is 0.610. (5) The product is [N:12]1[CH:17]=[CH:16][CH:15]=[C:14]([CH:18]=[C:2]2[C:3](=[O:10])[CH:4]3[CH2:7][CH2:8][N:1]2[CH2:6][CH2:5]3)[CH:13]=1. The catalyst is CO. The reactants are [N:1]12[CH2:8][CH2:7][CH:4]([CH2:5][CH2:6]1)[CH2:3][C:2]2=O.[OH-:10].[Na+].[N:12]1[CH:17]=[CH:16][CH:15]=[C:14]([CH:18]=O)[CH:13]=1.O. The yield is 0.790. (6) The reactants are C(OC(=O)[NH:7][C:8]1[S:12][C:11]([CH3:13])=[N:10][C:9]=1[C:14]1[CH:19]=[CH:18][CH:17]=[CH:16][C:15]=1[CH3:20])(C)(C)C.FC(F)(F)C(O)=O. The catalyst is ClCCl. The product is [CH3:13][C:11]1[S:12][C:8]([NH2:7])=[C:9]([C:14]2[CH:19]=[CH:18][CH:17]=[CH:16][C:15]=2[CH3:20])[N:10]=1. The yield is 0.270. (7) The reactants are C(O[C:4]([C:6]1[NH:14][C:13]2[CH:12]=[CH:11][N:10]=[CH:9][C:8]=2[C:7]=1[NH:15][C:16]1[CH:21]=[CH:20][C:19]([S:22][CH3:23])=[CH:18][C:17]=1[F:24])=[O:5])C.[OH-].[Na+].[NH2:27][O:28][C:29]([CH3:33])([CH3:32])[CH2:30][OH:31].CCN(C(C)C)C(C)C.CN(C(ON1N=NC2C=CC=NC1=2)=[N+](C)C)C.F[P-](F)(F)(F)(F)F. No catalyst specified. The product is [OH:31][CH2:30][C:29]([CH3:33])([CH3:32])[O:28][NH:27][C:4]([C:6]1[NH:14][C:13]2[CH:12]=[CH:11][N:10]=[CH:9][C:8]=2[C:7]=1[NH:15][C:16]1[CH:21]=[CH:20][C:19]([S:22][CH3:23])=[CH:18][C:17]=1[F:24])=[O:5]. The yield is 0.0500. (8) The reactants are Cl[CH2:2][C:3]1[CH:19]=[CH:18][C:6]([O:7][C:8]2[S:9][C:10]3[CH:16]=[C:15]([F:17])[CH:14]=[CH:13][C:11]=3[N:12]=2)=[CH:5][CH:4]=1.Cl.[CH2:21]1[CH:25]2[CH2:26][NH:27][CH2:28][CH:24]2[CH2:23][N:22]1[C:29]([NH2:31])=[O:30].C([O-])([O-])=O.[Cs+].[Cs+]. The catalyst is CN(C=O)C. The product is [F:17][C:15]1[CH:14]=[CH:13][C:11]2[N:12]=[C:8]([O:7][C:6]3[CH:18]=[CH:19][C:3]([CH2:2][N:27]4[CH2:26][CH:25]5[CH2:21][N:22]([C:29]([NH2:31])=[O:30])[CH2:23][CH:24]5[CH2:28]4)=[CH:4][CH:5]=3)[S:9][C:10]=2[CH:16]=1. The yield is 0.0700. (9) No catalyst specified. The reactants are [OH:1][CH2:2][C:3]1[CH:18]=[CH:17][C:6]([CH2:7][NH:8][C:9]([C:11]2[CH:16]=[CH:15][CH:14]=[CH:13][N:12]=2)=[O:10])=[CH:5][CH:4]=1.CCN(CC)CC.[CH3:26][S:27](Cl)(=[O:29])=[O:28]. The product is [N:12]1[CH:13]=[CH:14][CH:15]=[CH:16][C:11]=1[C:9]([NH:8][CH2:7][C:6]1[CH:5]=[CH:4][C:3]([CH2:2][O:1][S:27]([CH3:26])(=[O:29])=[O:28])=[CH:18][CH:17]=1)=[O:10]. The yield is 0.810. (10) The reactants are COC1C=CC(C(C2C=CC(OC)=C(OC)C=2)=O)=CC=1[N+]([O-])=O.[CH3:24][O:25][C:26]1[CH:31]=[CH:30][C:29]([CH:32]([C:34]2[CH:39]=[C:38]([O:40][CH3:41])[CH:37]=[C:36]([O:42][CH3:43])[CH:35]=2)[OH:33])=[CH:28][C:27]=1[N+:44]([O-:46])=[O:45].[Cr](Cl)([O-])(=O)=O.[NH+]1C=CC=CC=1. No catalyst specified. The product is [CH3:24][O:25][C:26]1[CH:31]=[CH:30][C:29]([C:32]([C:34]2[CH:39]=[C:38]([O:40][CH3:41])[CH:37]=[C:36]([O:42][CH3:43])[CH:35]=2)=[O:33])=[CH:28][C:27]=1[N+:44]([O-:46])=[O:45]. The yield is 0.820.